This data is from Reaction yield outcomes from USPTO patents with 853,638 reactions. The task is: Predict the reaction yield, written as a fraction of the theoretical maximum amount of product (1.0 means a 100% yield; for example, 0.34 means a 34% yield). (1) The reactants are S(Cl)([Cl:3])=O.[Cl:5][C:6]1[CH:11]=[C:10]([Cl:12])[CH:9]=[CH:8][C:7]=1[N:13]1[C:17]([C:18]2[CH:36]=[CH:35][C:21]([O:22][CH2:23][CH2:24][N:25]([CH2:33][CH3:34])C(=O)OC(C)(C)C)=[CH:20][CH:19]=2)=[C:16]([CH3:37])[C:15]([C:38]([NH:40][N:41]2[CH2:46][CH2:45][CH2:44][CH2:43][CH2:42]2)=[O:39])=[N:14]1. The catalyst is CO. The product is [ClH:3].[ClH:5].[Cl:5][C:6]1[CH:11]=[C:10]([Cl:12])[CH:9]=[CH:8][C:7]=1[N:13]1[C:17]([C:18]2[CH:36]=[CH:35][C:21]([O:22][CH2:23][CH2:24][NH:25][CH2:33][CH3:34])=[CH:20][CH:19]=2)=[C:16]([CH3:37])[C:15]([C:38]([NH:40][N:41]2[CH2:42][CH2:43][CH2:44][CH2:45][CH2:46]2)=[O:39])=[N:14]1. The yield is 0.400. (2) The reactants are [OH:1][CH2:2][CH2:3][C:4]#[C:5][C:6]1[C:14]2[C:9](=[CH:10][CH:11]=[C:12]([C:15]#[N:16])[CH:13]=2)[N:8]([S:17]([C:20]2[CH:26]=[CH:25][C:23]([CH3:24])=[CH:22][CH:21]=2)(=[O:19])=[O:18])[CH:7]=1. The catalyst is CO.[OH-].[OH-].[Pd+2]. The product is [OH:1][CH2:2][CH2:3][CH2:4][CH2:5][C:6]1[C:14]2[C:9](=[CH:10][CH:11]=[C:12]([C:15]#[N:16])[CH:13]=2)[N:8]([S:17]([C:20]2[CH:21]=[CH:22][C:23]([CH3:24])=[CH:25][CH:26]=2)(=[O:19])=[O:18])[CH:7]=1. The yield is 0.960. (3) The reactants are [F:1][C:2]1[CH:3]=[C:4]([CH:7]=[CH:8][C:9]=1[CH3:10])[CH:5]=O.Cl.[O:12]([NH2:14])[CH3:13]. No catalyst specified. The product is [CH3:13][O:12][N:14]=[CH:5][C:4]1[CH:7]=[CH:8][C:9]([CH3:10])=[C:2]([F:1])[CH:3]=1. The yield is 0.940.